This data is from Full USPTO retrosynthesis dataset with 1.9M reactions from patents (1976-2016). The task is: Predict the reactants needed to synthesize the given product. (1) The reactants are: [C:1]([C:3]1[CH:4]=[CH:5][C:6]2[N:10]=[C:9]([CH2:11][NH:12][C:13]3[CH:18]=[CH:17][CH:16]=[CH:15][C:14]=3/[CH:19]=[CH:20]/[C:21](O)=[O:22])[NH:8][C:7]=2[CH:24]=1)#[N:2].CN1CCOCC1.ClC(OC(C)C)=O.[NH2:39][OH:40].Cl. Given the product [C:1]([C:3]1[CH:4]=[CH:5][C:6]2[N:10]=[C:9]([CH2:11][NH:12][C:13]3[CH:18]=[CH:17][CH:16]=[CH:15][C:14]=3/[CH:19]=[CH:20]/[C:21]([NH:39][OH:40])=[O:22])[NH:8][C:7]=2[CH:24]=1)#[N:2], predict the reactants needed to synthesize it. (2) Given the product [CH:1]1([CH:4]([C:18]2[CH:23]=[CH:22][CH:21]=[CH:20][N:19]=2)[NH:5][C:6]([C:8]2[CH:9]=[C:10]3[C:14](=[CH:15][CH:16]=2)[NH:13][N:12]=[C:11]3[C:32]2[CH:33]=[CH:34][C:35]([O:36][CH:37]3[CH2:38][CH2:39][N:40]([CH:43]=[O:44])[CH2:41][CH2:42]3)=[CH:45][CH:46]=2)=[O:7])[CH2:3][CH2:2]1, predict the reactants needed to synthesize it. The reactants are: [CH:1]1([CH:4]([C:18]2[CH:23]=[CH:22][CH:21]=[CH:20][N:19]=2)[NH:5][C:6]([C:8]2[CH:9]=[C:10]3[C:14](=[CH:15][CH:16]=2)[NH:13][N:12]=[C:11]3I)=[O:7])[CH2:3][CH2:2]1.CC1(C)C(C)(C)OB([C:32]2[CH:46]=[CH:45][C:35]([O:36][CH:37]3[CH2:42][CH2:41][N:40]([CH:43]=[O:44])[CH2:39][CH2:38]3)=[CH:34][CH:33]=2)O1.